This data is from Catalyst prediction with 721,799 reactions and 888 catalyst types from USPTO. The task is: Predict which catalyst facilitates the given reaction. Reactant: [C:1]([N:4]1[C:13]2[C:8](=[CH:9][C:10]([NH2:14])=[CH:11][CH:12]=2)[C:7]([C:16]2[CH:21]=[CH:20][CH:19]=[CH:18][CH:17]=2)([CH3:15])[CH2:6][C:5]1([CH3:23])[CH3:22])(=[O:3])[CH3:2].[Br:24][C:25]1[C:26]([O:36][CH3:37])=[C:27]([C:31]([O:34][CH3:35])=[CH:32][CH:33]=1)[C:28](O)=[O:29].F[P-](F)(F)(F)(F)F.N1(OC(N(C)C)=[N+](C)C)C2N=CC=CC=2N=N1.C(N(CC)C(C)C)(C)C. Product: [C:1]([N:4]1[C:13]2[C:8](=[CH:9][C:10]([NH:14][C:28](=[O:29])[C:27]3[C:31]([O:34][CH3:35])=[CH:32][CH:33]=[C:25]([Br:24])[C:26]=3[O:36][CH3:37])=[CH:11][CH:12]=2)[C:7]([C:16]2[CH:21]=[CH:20][CH:19]=[CH:18][CH:17]=2)([CH3:15])[CH2:6][C:5]1([CH3:23])[CH3:22])(=[O:3])[CH3:2]. The catalyst class is: 4.